This data is from Reaction yield outcomes from USPTO patents with 853,638 reactions. The task is: Predict the reaction yield, written as a fraction of the theoretical maximum amount of product (1.0 means a 100% yield; for example, 0.34 means a 34% yield). The reactants are Cl.[NH2:2][C:3]([NH:5][C:6]1[CH:14]=[CH:13][C:9]([C:10]([OH:12])=[O:11])=[C:8]([O:15][CH3:16])[CH:7]=1)=[NH:4].C(=O)([O-])[O-].[K+].[K+].[Cl:23][C:24]1[CH:48]=[CH:47][C:27]2[C:28](=O)[C:29](=[CH:42]N(C)C)[CH2:30][N:31]=[C:32]([C:33]3[C:38]([O:39][CH3:40])=[CH:37][CH:36]=[CH:35][C:34]=3[F:41])[C:26]=2[CH:25]=1.Cl. The catalyst is O.CO. The product is [Cl:23][C:24]1[CH:48]=[CH:47][C:27]2[C:28]3[N:2]=[C:3]([NH:5][C:6]4[CH:14]=[CH:13][C:9]([C:10]([OH:12])=[O:11])=[C:8]([O:15][CH3:16])[CH:7]=4)[N:4]=[CH:42][C:29]=3[CH2:30][N:31]=[C:32]([C:33]3[C:38]([O:39][CH3:40])=[CH:37][CH:36]=[CH:35][C:34]=3[F:41])[C:26]=2[CH:25]=1. The yield is 0.800.